This data is from Reaction yield outcomes from USPTO patents with 853,638 reactions. The task is: Predict the reaction yield, written as a fraction of the theoretical maximum amount of product (1.0 means a 100% yield; for example, 0.34 means a 34% yield). (1) The reactants are [CH2:1]([OH:8])[C:2]1[CH:7]=[CH:6][CH:5]=[CH:4][CH:3]=1.Cl[S:10]([N:13]=[C:14]=[O:15])(=[O:12])=[O:11].NCCC1[CH:24]=[CH:23][CH:22]=[CH:21][N:20]=1.Cl. The catalyst is C(#N)C.N1C=CC=CC=1. The product is [N:20]1([S:10]([NH:13][C:14](=[O:15])[O:8][CH2:1][C:2]2[CH:7]=[CH:6][CH:5]=[CH:4][CH:3]=2)(=[O:12])=[O:11])[CH2:21][CH2:22][CH2:23][CH2:24]1. The yield is 0.540. (2) The reactants are [Br:1][C:2]1[CH:7]=[C:6]([NH2:8])[C:5]([NH2:9])=[C:4]([N+:10]([O-:12])=[O:11])[CH:3]=1.O.C([O-])([O-])=O.[Na+].[Na+].[C:20](O)(=O)[CH:21]([CH3:23])[CH3:22]. No catalyst specified. The product is [Br:1][C:2]1[CH:3]=[C:4]([N+:10]([O-:12])=[O:11])[C:5]2[N:9]=[C:20]([CH:21]([CH3:23])[CH3:22])[NH:8][C:6]=2[CH:7]=1. The yield is 0.770. (3) The reactants are [NH2:1][C:2]1[C:7]([C:8]#N)=[CH:6][N:5]=[C:4]([S:10][CH3:11])[N:3]=1.[H-].C([Al+]CC(C)C)C(C)C.C1C[O:25]CC1. The catalyst is ClCCl. The product is [NH2:1][C:2]1[C:7]([CH:8]=[O:25])=[CH:6][N:5]=[C:4]([S:10][CH3:11])[N:3]=1. The yield is 0.390. (4) The reactants are [CH2:1]([O:8][C:9]1[CH:10]=[CH:11][C:12]([C:20](=[O:23])[CH2:21][Br:22])=[C:13]2[C:18]=1[NH:17][C:16](=[O:19])[CH:15]=[CH:14]2)[C:2]1[CH:7]=[CH:6][CH:5]=[CH:4][CH:3]=1.O1CCCC1.B.CO. The catalyst is C1(C)C=CC=CC=1. The product is [CH2:1]([O:8][C:9]1[CH:10]=[CH:11][C:12]([C@@H:20]([OH:23])[CH2:21][Br:22])=[C:13]2[C:18]=1[NH:17][C:16](=[O:19])[CH:15]=[CH:14]2)[C:2]1[CH:3]=[CH:4][CH:5]=[CH:6][CH:7]=1. The yield is 0.810. (5) The reactants are [CH3:13][C:12]([O:11][C:9](O[C:9]([O:11][C:12]([CH3:15])([CH3:14])[CH3:13])=[O:10])=[O:10])([CH3:15])[CH3:14].[CH2:16]([O:18][C:19]([C:21]1[N:22]([C:42]2[CH:47]=[CH:46][C:45]([O:48][CH:49]([CH3:51])[CH3:50])=[CH:44][CH:43]=2)[C:23]2[C:28]([C:29]=1[NH:30][C:31](=[O:33])[CH3:32])=[CH:27][C:26]([O:34][CH2:35][C:36]1[CH:41]=[CH:40][CH:39]=[CH:38][CH:37]=1)=[CH:25][CH:24]=2)=[O:20])[CH3:17].CCN(CC)CC.Cl. The catalyst is CN(C1C=CN=CC=1)C.C(Cl)Cl. The product is [CH2:16]([O:18][C:19]([C:21]1[N:22]([C:42]2[CH:43]=[CH:44][C:45]([O:48][CH:49]([CH3:50])[CH3:51])=[CH:46][CH:47]=2)[C:23]2[C:28]([C:29]=1[N:30]([C:31](=[O:33])[CH3:32])[C:9]([O:11][C:12]([CH3:13])([CH3:14])[CH3:15])=[O:10])=[CH:27][C:26]([O:34][CH2:35][C:36]1[CH:41]=[CH:40][CH:39]=[CH:38][CH:37]=1)=[CH:25][CH:24]=2)=[O:20])[CH3:17]. The yield is 0.880. (6) The reactants are [H-].[Na+].[C:3]([CH2:5][C:6]1[CH:11]=[C:10]([F:12])[C:9]([C:13]2[N:18]=[C:17]([C:19]([O:21][CH3:22])=[O:20])[CH:16]=[CH:15][C:14]=2[F:23])=[C:8]([F:24])[CH:7]=1)#[N:4].Br[CH2:26][CH2:27][O:28][CH2:29][CH2:30]Br. The catalyst is CS(C)=O.O. The product is [C:3]([C:5]1([C:6]2[CH:11]=[C:10]([F:12])[C:9]([C:13]3[N:18]=[C:17]([C:19]([O:21][CH3:22])=[O:20])[CH:16]=[CH:15][C:14]=3[F:23])=[C:8]([F:24])[CH:7]=2)[CH2:30][CH2:29][O:28][CH2:27][CH2:26]1)#[N:4]. The yield is 0.150. (7) The reactants are [NH:1]1[C:5]2[CH:6]=[CH:7][C:8]([C:10]([OH:12])=O)=[CH:9][C:4]=2[N:3]=[CH:2]1.[C:13]1([C:19]2[CH:32]=[CH:31][C:22]3[C@H:23]4[C@H:28]([CH2:29][CH2:30][C:21]=3[CH:20]=2)[NH:27][CH2:26][CH2:25][CH2:24]4)[CH:18]=[CH:17][CH:16]=[CH:15][CH:14]=1. The catalyst is C(Cl)Cl.CO. The product is [NH:1]1[C:5]2[CH:6]=[CH:7][C:8]([C:10]([N:27]3[C@@H:28]4[C@H:23]([C:22]5[CH:31]=[CH:32][C:19]([C:13]6[CH:18]=[CH:17][CH:16]=[CH:15][CH:14]=6)=[CH:20][C:21]=5[CH2:30][CH2:29]4)[CH2:24][CH2:25][CH2:26]3)=[O:12])=[CH:9][C:4]=2[N:3]=[CH:2]1. The yield is 0.190.